This data is from Full USPTO retrosynthesis dataset with 1.9M reactions from patents (1976-2016). The task is: Predict the reactants needed to synthesize the given product. (1) Given the product [NH2:1][C:4]1[CH:17]=[C:16]2[C:18]3[C:19]4[C:13]([C:14](=[O:21])[C:15]2=[O:20])=[CH:12][CH:11]=[CH:10][C:9]=4[C:8](=[O:22])[C:7](=[O:23])[C:6]=3[CH:5]=1, predict the reactants needed to synthesize it. The reactants are: [N+:1]([C:4]1[CH:17]=[C:16]2[C:18]3[C:19]4[C:13]([C:14](=[O:21])[C:15]2=[O:20])=[CH:12][CH:11]=[CH:10][C:9]=4[C:8](=[O:22])[C:7](=[O:23])[C:6]=3[CH:5]=1)([O-])=O.S(S([O-])=O)([O-])=O.[OH-].[Na+]. (2) Given the product [CH2:1]([O:3][C:4]([C:6]1[CH:7]=[CH:8][C:9]([F:16])=[C:10]2[O:14][CH:13]=[CH:12][C:11]=12)=[O:5])[CH3:2], predict the reactants needed to synthesize it. The reactants are: [CH2:1]([O:3][C:4]([C:6]1[CH:7]=[CH:8][C:9]([F:16])=[C:10]2[O:14][CH:13](O)[CH2:12][C:11]=12)=[O:5])[CH3:2].C(OC(C1C=CC(F)=C2OC(OC)CC=12)=O)C.CC1C=CC(S(O)(=O)=O)=CC=1. (3) Given the product [C:23]([O:22][C:20]([N:27]1[CH2:33][CH2:32][CH2:31][CH:28]1[CH2:29][O:30][C:14]1[CH:15]=[CH:16][CH:17]=[CH:18][CH:19]=1)=[O:21])([CH3:26])([CH3:25])[CH3:24], predict the reactants needed to synthesize it. The reactants are: [C:14]1(P([C:14]2[CH:19]=[CH:18][CH:17]=[CH:16][CH:15]=2)[C:14]2[CH:19]=[CH:18][CH:17]=[CH:16][CH:15]=2)[CH:19]=[CH:18][CH:17]=[CH:16][CH:15]=1.[C:20]([N:27]1[CH2:33][CH2:32][CH2:31][C@H:28]1[CH2:29][OH:30])([O:22][C:23]([CH3:26])([CH3:25])[CH3:24])=[O:21].C1(O)C=CC=CC=1.C(N(CC)CC)C. (4) Given the product [CH3:50][O:49][C:44]1[CH:45]=[CH:46][CH:47]=[CH:48][C:43]=1[N:40]1[CH2:39][CH2:38][N:37]([C:33]2[CH:32]=[N:31][C:30]3[C:35]([N:34]=2)=[CH:36][C:27]([C:9]2[CH:10]=[C:11]([NH:15][S:16]([C:19]4[CH:20]=[CH:21][CH:22]=[CH:23][CH:24]=4)(=[O:17])=[O:18])[CH:12]=[N:13][CH:14]=2)=[CH:28][CH:29]=3)[CH2:42][CH2:41]1, predict the reactants needed to synthesize it. The reactants are: CC1(C)C(C)(C)OB([C:9]2[CH:10]=[C:11]([NH:15][S:16]([C:19]3[CH:24]=[CH:23][CH:22]=[CH:21][CH:20]=3)(=[O:18])=[O:17])[CH:12]=[N:13][CH:14]=2)O1.Br[C:27]1[CH:36]=[C:35]2[C:30]([N:31]=[CH:32][C:33]([N:37]3[CH2:42][CH2:41][N:40]([C:43]4[CH:48]=[CH:47][CH:46]=[CH:45][C:44]=4[O:49][CH3:50])[CH2:39][CH2:38]3)=[N:34]2)=[CH:29][CH:28]=1. (5) Given the product [Br:16][C:17]1[CH:25]=[C:24]([I:26])[C:20]([C:21]([OH:23])=[O:22])=[CH:19][N:18]=1, predict the reactants needed to synthesize it. The reactants are: C([Li])CCC.CC1(C)CCCC(C)(C)N1.[Br:16][C:17]1[CH:25]=[CH:24][C:20]([C:21]([OH:23])=[O:22])=[CH:19][N:18]=1.[I:26]I. (6) Given the product [NH:23]([C:17]([C:16]1[CH:21]=[CH:22][C:13]([C:9]2([NH:8][C:6](=[O:7])[O:5][C:1]([CH3:4])([CH3:3])[CH3:2])[CH2:12][CH2:11][CH2:10]2)=[CH:14][CH:15]=1)=[O:18])[NH2:24], predict the reactants needed to synthesize it. The reactants are: [C:1]([O:5][C:6]([NH:8][C:9]1([C:13]2[CH:22]=[CH:21][C:16]([C:17](OC)=[O:18])=[CH:15][CH:14]=2)[CH2:12][CH2:11][CH2:10]1)=[O:7])([CH3:4])([CH3:3])[CH3:2].[NH2:23][NH2:24].